Task: Predict the reaction yield, written as a fraction of the theoretical maximum amount of product (1.0 means a 100% yield; for example, 0.34 means a 34% yield).. Dataset: Reaction yield outcomes from USPTO patents with 853,638 reactions (1) The reactants are O.[F:2][C:3]1[CH:8]=[CH:7][C:6]([CH2:9][C:10]([OH:12])=O)=[CH:5][CH:4]=1.CN(C)C=O.C(Cl)(=O)C([Cl:21])=O. The catalyst is C1(C)C=CC=CC=1. The product is [F:2][C:3]1[CH:8]=[CH:7][C:6]([CH2:9][C:10]([Cl:21])=[O:12])=[CH:5][CH:4]=1. The yield is 0.900. (2) The reactants are Cl(O)(=O)(=O)=O.[NH:6]1[C:10](=[O:11])[CH2:9][CH2:8][C@H:7]1[C:12]([OH:14])=[O:13].C(O[C:19]([CH3:22])([CH3:21])[CH3:20])(=O)C.C(=O)([O-])[O-].[Na+].[Na+]. The catalyst is C(Cl)(Cl)(Cl)Cl.CCOCC. The product is [NH:6]1[C:10](=[O:11])[CH2:9][CH2:8][C@H:7]1[C:12]([O:14][C:19]([CH3:22])([CH3:21])[CH3:20])=[O:13]. The yield is 0.560.